Dataset: HIV replication inhibition screening data with 41,000+ compounds from the AIDS Antiviral Screen. Task: Binary Classification. Given a drug SMILES string, predict its activity (active/inactive) in a high-throughput screening assay against a specified biological target. (1) The compound is COC(CO)=C1CC2(OC1=O)C1OC1C1(O)C3C(=O)OC(C(OC)C21C)C3(O)C(C)C. The result is 0 (inactive). (2) The compound is C[N+]1(CCO)C2CCC1CC(O)C2. The result is 0 (inactive).